This data is from Reaction yield outcomes from USPTO patents with 853,638 reactions. The task is: Predict the reaction yield, written as a fraction of the theoretical maximum amount of product (1.0 means a 100% yield; for example, 0.34 means a 34% yield). The reactants are FC(F)(F)C(O)=O.[CH3:8][NH:9][C@@H:10]([CH3:31])[C:11]([NH:13][CH2:14][C:15]1[CH:16]=[C:17]([C:21]2[CH:26]=[CH:25][C:24]([C:27]([F:30])([F:29])[F:28])=[CH:23][CH:22]=2)[CH:18]=[CH:19][CH:20]=1)=[O:12].C(N(CC)CC)C.[F:39][C:40]1[CH:45]=[CH:44][C:43]([S:46](Cl)(=[O:48])=[O:47])=[CH:42][CH:41]=1. The catalyst is C(Cl)Cl. The product is [F:39][C:40]1[CH:45]=[CH:44][C:43]([S:46]([N:9]([CH3:8])[C@@H:10]([CH3:31])[C:11]([NH:13][CH2:14][C:15]2[CH:16]=[C:17]([C:21]3[CH:22]=[CH:23][C:24]([C:27]([F:28])([F:29])[F:30])=[CH:25][CH:26]=3)[CH:18]=[CH:19][CH:20]=2)=[O:12])(=[O:48])=[O:47])=[CH:42][CH:41]=1. The yield is 0.320.